This data is from Reaction yield outcomes from USPTO patents with 853,638 reactions. The task is: Predict the reaction yield, written as a fraction of the theoretical maximum amount of product (1.0 means a 100% yield; for example, 0.34 means a 34% yield). (1) The reactants are [N:1]1[CH:6]=[CH:5][C:4]([NH:7][C:8]([N:10]2[CH2:13][CH:12]([O:14][C:15]3[CH:20]=[CH:19][C:18](I)=[CH:17][N:16]=3)[CH2:11]2)=[O:9])=[N:3][CH:2]=1.[C:22](=[O:25])([O-])[O-].[K+].[K+].[OH-].[Na+].[CH2:30]1[CH2:34][O:33][CH2:32][CH2:31]1.O. The catalyst is C(OCC)(=O)C.ClCCl. The product is [N:1]1[CH:6]=[CH:5][C:4]([NH:7][C:8]([N:10]2[CH2:13][CH:12]([O:14][C:15]3[CH:20]=[CH:19][C:18]([C:18]4[CH:19]=[CH:20][CH:31]=[C:32]([O:33][CH2:34][CH2:30][O:25][CH3:22])[CH:17]=4)=[CH:17][N:16]=3)[CH2:11]2)=[O:9])=[N:3][CH:2]=1. The yield is 0.450. (2) The reactants are [Br:1][C:2]1[CH:9]=[CH:8][C:5]([CH2:6]Br)=[CH:4][CH:3]=1.C(N(CC)CC)C.C[C@:18]1([OH:24])[CH2:23][CH2:22][CH2:21][NH:20][CH2:19]1. The catalyst is C1COCC1. The product is [Br:1][C:2]1[CH:9]=[CH:8][C:5]([CH2:6][N:20]2[CH2:21][CH2:22][CH2:23][C@H:18]([OH:24])[CH2:19]2)=[CH:4][CH:3]=1. The yield is 0.740. (3) The reactants are [CH3:1][O:2][C:3]1[CH:12]=[CH:11][C:10]2[C:5](=[CH:6][N+:7]3[CH2:20][CH2:19][C:18]4[C:13](=[CH:14][C:15]5[O:23][CH2:22][O:21][C:16]=5[CH:17]=4)[C:8]=3[CH:9]=2)[C:4]=1[O:24][CH3:25].[Cl-].[C:27]([Mg]Br)#[C:28][CH3:29]. The catalyst is C(OCC)C. The product is [CH3:25][O:24][C:4]1[C:5]2[CH:6]([C:27]#[C:28][CH3:29])[N:7]3[CH2:20][CH2:19][C:18]4[C:13]([C:8]3=[CH:9][C:10]=2[CH:11]=[CH:12][C:3]=1[O:2][CH3:1])=[CH:14][C:15]1[O:23][CH2:22][O:21][C:16]=1[CH:17]=4. The yield is 0.370.